Dataset: Catalyst prediction with 721,799 reactions and 888 catalyst types from USPTO. Task: Predict which catalyst facilitates the given reaction. (1) Reactant: [CH3:1][S:2]([N:5]1[C:9]2[N:10]=[C:11]([N:39]3[CH2:44][CH2:43][O:42][CH2:41][CH2:40]3)[N:12]=[C:13]([C:14]3[CH:15]=[N:16][C:17]([N:20]([CH2:30][C:31]4[CH:36]=[CH:35][C:34]([O:37][CH3:38])=[CH:33][CH:32]=4)[CH2:21][C:22]4[CH:27]=[CH:26][C:25]([O:28][CH3:29])=[CH:24][CH:23]=4)=[N:18][CH:19]=3)[C:8]=2[CH2:7][CH2:6]1)(=[O:4])=[O:3].C(C1C(=O)C(Cl)=C(Cl)C(=O)C=1C#N)#N.[Cl-].[Na+]. Product: [CH3:1][S:2]([N:5]1[C:9]2[N:10]=[C:11]([N:39]3[CH2:40][CH2:41][O:42][CH2:43][CH2:44]3)[N:12]=[C:13]([C:14]3[CH:15]=[N:16][C:17]([N:20]([CH2:21][C:22]4[CH:27]=[CH:26][C:25]([O:28][CH3:29])=[CH:24][CH:23]=4)[CH2:30][C:31]4[CH:36]=[CH:35][C:34]([O:37][CH3:38])=[CH:33][CH:32]=4)=[N:18][CH:19]=3)[C:8]=2[CH:7]=[CH:6]1)(=[O:4])=[O:3]. The catalyst class is: 4. (2) Reactant: [CH3:1][O:2][C:3]([C:5]1[S:6][C:7]([C:11]#[C:12][C:13]([CH3:16])([CH3:15])[CH3:14])=[CH:8][C:9]=1Br)=[O:4].C([O-])([O-])=O.[K+].[K+].[CH:23]1([C@@H:29]2[CH2:33][O:32][C:31](=[O:34])[NH:30]2)[CH2:28][CH2:27][CH2:26][CH2:25][CH2:24]1. Product: [CH3:1][O:2][C:3]([C:5]1[S:6][C:7]([C:11]#[C:12][C:13]([CH3:16])([CH3:15])[CH3:14])=[CH:8][C:9]=1[N:30]1[C@H:29]([CH:23]2[CH2:28][CH2:27][CH2:26][CH2:25][CH2:24]2)[CH2:33][O:32][C:31]1=[O:34])=[O:4]. The catalyst class is: 321. (3) Reactant: CO/[CH:3]=[CH:4]/[C:5](=O)[CH:6]([CH3:8])[CH3:7].[C:10]([CH2:12][C:13]([NH:15][C:16]1[CH:21]=[CH:20][C:19]([F:22])=[CH:18][CH:17]=1)=[O:14])#[N:11].N12CCN(CC1)CC2.COCCOCCO. Product: [F:22][C:19]1[CH:18]=[CH:17][C:16]([N:15]2[C:5]([CH:6]([CH3:8])[CH3:7])=[CH:4][CH:3]=[C:12]([C:10]#[N:11])[C:13]2=[O:14])=[CH:21][CH:20]=1. The catalyst class is: 13. (4) Reactant: [NH:1]1[CH:5]=[CH:4][C:3]([S:6]([O-:9])(=O)=[O:7])=[CH:2]1.[Na+].P(Cl)(Cl)(Cl)(Cl)[Cl:12]. Product: [NH:1]1[CH:5]=[CH:4][C:3]([S:6]([Cl:12])(=[O:9])=[O:7])=[CH:2]1. The catalyst class is: 27. (5) Reactant: CC(C)(C)C([NH:5][C:6]1[N:14]=[C:13]([NH:15]C(=O)C(C)(C)C)[CH:12]=[CH:11][C:7]=1[C:8]([OH:10])=[O:9])=O.[OH-].[Na+].[ClH:26]. Product: [ClH:26].[NH2:5][C:6]1[N:14]=[C:13]([NH2:15])[CH:12]=[CH:11][C:7]=1[C:8]([OH:10])=[O:9]. The catalyst class is: 6.